Dataset: Drug-target binding data from BindingDB using IC50 measurements. Task: Regression. Given a target protein amino acid sequence and a drug SMILES string, predict the binding affinity score between them. We predict pIC50 (pIC50 = -log10(IC50 in M); higher means more potent). Dataset: bindingdb_ic50. The drug is O=C(O)c1cc2c(cc1S(=O)(=O)O)C1C(C3C2C2(Cl)C(Cl)=C(Cl)C3(Cl)C2(Cl)Cl)C2(Cl)C(Cl)=C(Cl)C1(Cl)C2(Cl)Cl. The target protein (Q96PN6) has sequence MNTPKEEFQDWPIVRIAAHLPDLIVYGHFSPERPFMDYFDGVLMFVDISGFTAMTEKFSSAMYMDRGAEQLVEILNYHISAIVEKVLIFGGDILKFAGDALLALWRVERKQLKNIITVVIKCSLEIHGLFETQEWEEGLDIRVKIGLAAGHISMLVFGDETHSHFLVIGQAVDDVRLAQNMAQMNDVILSPNCWQLCDRSMIEIESVPDQRAVKVNFLKPPPNFNFDEFFTKCTTFMHYYPSGEHKNLLRLACTLKPDPELEMSLQKYVMESILKQIDNKQLQGYLSELRPVTIVFVNLMFEDQDKAEEIGPAIQDAYMHITSVLKIFQGQINKVFMFDKGCSFLCVFGFPGEKVPDELTHALECAMDIFDFCSQVHKIQTVSIGVASGIVFCGIVGHTVRHEYTVIGQKVNLAARMMMYYPGIVTCDSVTYNGSNLPAYFFKELPKKVMKGVADSGPLYQYWGRTEKVMFGMACLICNRKEDYPLLGRNKEINYFMYTM.... The pIC50 is 5.0.